Dataset: Forward reaction prediction with 1.9M reactions from USPTO patents (1976-2016). Task: Predict the product of the given reaction. (1) The product is: [ClH:49].[O:43]1[CH2:47][CH2:46][C@@H:45]([NH:48][C:1](=[O:22])[O:2][CH2:3][C:4]2[CH:5]=[C:6]([CH3:11])[N:7]=[C:8]([CH3:10])[CH:9]=2)[CH2:44]1. Given the reactants [C:1](=[O:22])(OC1C=CC([N+]([O-])=O)=CC=1)[O:2][CH2:3][C:4]1[CH:9]=[C:8]([CH3:10])[N:7]=[C:6]([CH3:11])[CH:5]=1.CCN(C(C)C)C(C)C.C1(C)C(S(O)(=O)=O)=CC=CC=1.[O:43]1[CH2:47][CH2:46][C@@H:45]([NH2:48])[CH2:44]1.[ClH:49].CCOCC, predict the reaction product. (2) Given the reactants [C:1]([O:5][C:6](=[O:34])[CH2:7][O:8][C:9]1[C:14]([CH3:15])=[CH:13][C:12]([C:16]2[O:17][C:18]3[N:19]=[C:20](S(C)(=O)=O)[N:21]=[C:22]([CH2:25][CH:26]([CH3:28])[CH3:27])[C:23]=3[N:24]=2)=[CH:11][C:10]=1[CH3:33])([CH3:4])([CH3:3])[CH3:2].[Cl:35][C:36]1[CH:37]=[C:38]([OH:42])[CH:39]=[CH:40][CH:41]=1, predict the reaction product. The product is: [Cl:35][C:36]1[CH:37]=[C:38]([CH:39]=[CH:40][CH:41]=1)[O:42][C:20]1[N:21]=[C:22]([CH2:25][CH:26]([CH3:28])[CH3:27])[C:23]2[N:24]=[C:16]([C:12]3[CH:13]=[C:14]([CH3:15])[C:9]([O:8][CH2:7][C:6]([O:5][C:1]([CH3:4])([CH3:3])[CH3:2])=[O:34])=[C:10]([CH3:33])[CH:11]=3)[O:17][C:18]=2[N:19]=1. (3) Given the reactants [CH3:1][S:2]([C:5]1[CH:10]=[CH:9][C:8]([C:11]2[S:15][C:14]([N+:16]([O-])=O)=[C:13]([C:19]([NH2:21])=[O:20])[CH:12]=2)=[CH:7][CH:6]=1)(=[O:4])=[O:3], predict the reaction product. The product is: [NH2:16][C:14]1[S:15][C:11]([C:8]2[CH:7]=[CH:6][C:5]([S:2]([CH3:1])(=[O:4])=[O:3])=[CH:10][CH:9]=2)=[CH:12][C:13]=1[C:19]([NH2:21])=[O:20]. (4) Given the reactants [CH:1]1[C:6]2[S:7][C:8]3[C:12]4[CH:13]=[CH:14][C:15]([C:17]([O-:19])=[O:18])=[CH:16][C:11]=4[S:10][C:9]=3[C:5]=2[CH:4]=[CH:3][C:2]=1[C:20]([O-:22])=[O:21], predict the reaction product. The product is: [OH:22][CH:20]([OH:21])[C:2]1[CH:3]=[CH:4][C:5]2[C:9]3[S:10][C:11]4[CH:16]=[C:15]([CH:17]([OH:18])[OH:19])[CH:14]=[CH:13][C:12]=4[C:8]=3[S:7][C:6]=2[CH:1]=1. (5) Given the reactants [F:1][C:2]1[CH:3]=[C:4]([CH:8]=[CH:9][CH:10]=1)[C:5]([OH:7])=[O:6].[N+:11]([O-])([OH:13])=[O:12].O, predict the reaction product. The product is: [F:1][C:2]1[CH:10]=[CH:9][C:8]([N+:11]([O-:13])=[O:12])=[C:4]([CH:3]=1)[C:5]([OH:7])=[O:6]. (6) Given the reactants [CH2:1]([O:3][C:4]([CH:6]1[CH2:11][CH2:10][C:9](=[O:12])[CH2:8][CH2:7]1)=[O:5])[CH3:2].[CH2:13](O)[CH2:14][OH:15].CC1C=CC(S(O)(=O)=O)=CC=1.O, predict the reaction product. The product is: [CH2:1]([O:3][C:4]([CH:6]1[CH2:11][CH2:10][C:9]2([O:15][CH2:14][CH2:13][O:12]2)[CH2:8][CH2:7]1)=[O:5])[CH3:2]. (7) Given the reactants [Br:1][C:2]1[CH:10]=[C:9]2[C:5]([CH2:6][C:7](=[CH2:12])[C:8]2=[O:11])=[CH:4][CH:3]=1.C[Si](C)(C)[O:15][C:16]([CH:18]=[CH2:19])=[CH2:17].B(F)(F)F.CCOCC, predict the reaction product. The product is: [Br:1][C:2]1[CH:10]=[C:9]2[C:5]([CH2:6][C:7]3([CH2:19][CH2:18][C:16](=[O:15])[CH2:17][CH2:12]3)[C:8]2=[O:11])=[CH:4][CH:3]=1. (8) Given the reactants N1C=CC=CC=1.F.[Si]([O:15][CH2:16][CH:17]([C:28]1[C:33]([F:34])=[CH:32][CH:31]=[CH:30][C:29]=1[F:35])[CH:18]([C:21]1[CH:26]=[CH:25][C:24]([F:27])=[CH:23][CH:22]=1)[C:19]#[N:20])(C(C)(C)C)(C)C.C(=O)([O-])O.[Na+].CCOC(C)=O, predict the reaction product. The product is: [F:34][C:33]1[CH:32]=[CH:31][CH:30]=[C:29]([F:35])[C:28]=1[CH:17]([CH2:16][OH:15])[CH:18]([C:21]1[CH:22]=[CH:23][C:24]([F:27])=[CH:25][CH:26]=1)[C:19]#[N:20]. (9) The product is: [Cl-:1].[Cl-:1].[C:3](=[Zr+2:6]([CH:20]1[C:28]2[CH2:27][CH2:26][CH2:25][CH2:24][C:23]=2[C:22]([C:29]([CH3:32])([CH3:31])[CH3:30])=[CH:21]1)[CH:7]1[C:15]2[CH2:14][CH2:13][CH2:12][CH2:11][C:10]=2[C:9]([C:16]([CH3:19])([CH3:18])[CH3:17])=[CH:8]1)([CH3:4])[CH3:5]. Given the reactants [Cl-:1].[Cl-].[C:3](=[Zr+2:6]([CH:20]1[C:28]2[C:23](=[CH:24][CH:25]=[CH:26][CH:27]=2)[C:22]([C:29]([CH3:32])([CH3:31])[CH3:30])=[CH:21]1)[CH:7]1[C:15]2[C:10](=[CH:11][CH:12]=[CH:13][CH:14]=2)[C:9]([C:16]([CH3:19])([CH3:18])[CH3:17])=[CH:8]1)([CH3:5])[CH3:4], predict the reaction product.